This data is from Reaction yield outcomes from USPTO patents with 853,638 reactions. The task is: Predict the reaction yield, written as a fraction of the theoretical maximum amount of product (1.0 means a 100% yield; for example, 0.34 means a 34% yield). The reactants are [Br:1][C:2]1[C:3]([N:18]2[CH2:23][CH2:22][C:21]([O:25][CH3:26])([CH3:24])[CH2:20][CH2:19]2)=[C:4]([C@H:10]([OH:17])[C:11]([O:13][CH:14]([CH3:16])[CH3:15])=[O:12])[C:5]([CH3:9])=[N:6][C:7]=1[CH3:8]. The catalyst is C(Cl)Cl. The product is [Br:1][C:2]1[C:3]([N:18]2[CH2:23][CH2:22][C:21]([O:25][CH3:26])([CH3:24])[CH2:20][CH2:19]2)=[C:4]([C@H:10]([O:17][C:4]([CH3:10])([CH3:5])[CH3:3])[C:11]([O:13][CH:14]([CH3:16])[CH3:15])=[O:12])[C:5]([CH3:9])=[N:6][C:7]=1[CH3:8]. The yield is 0.820.